From a dataset of Catalyst prediction with 721,799 reactions and 888 catalyst types from USPTO. Predict which catalyst facilitates the given reaction. (1) Reactant: [Cl:1][C:2]1[C:3]([OH:40])=[C:4]([S:9]([N:12]([CH2:26][C:27]2[CH:32]=[CH:31][C:30]([C:33]3[CH:38]=[CH:37][C:36]([F:39])=[CH:35][CH:34]=3)=[CH:29][CH:28]=2)[CH2:13][C:14]2[CH:19]=[CH:18][CH:17]=[C:16]([CH2:20][NH:21][CH2:22][CH:23]([CH3:25])[CH3:24])[CH:15]=2)(=[O:11])=[O:10])[CH:5]=[C:6]([Cl:8])[CH:7]=1.CCN(C(C)C)C(C)C.[O:50]([C:57]1[CH:65]=[CH:64][CH:63]=[CH:62][C:58]=1[C:59]([OH:61])=O)[C:51]1[CH:56]=[CH:55][CH:54]=[CH:53][CH:52]=1.CCN=C=NCCCN(C)C. The catalyst class is: 115. Product: [Cl:1][C:2]1[C:3]([OH:40])=[C:4]([S:9]([N:12]([CH2:13][C:14]2[CH:15]=[C:16]([CH:17]=[CH:18][CH:19]=2)[CH2:20][N:21]([CH2:22][CH:23]([CH3:25])[CH3:24])[C:59](=[O:61])[C:58]2[CH:62]=[CH:63][CH:64]=[CH:65][C:57]=2[O:50][C:51]2[CH:52]=[CH:53][CH:54]=[CH:55][CH:56]=2)[CH2:26][C:27]2[CH:28]=[CH:29][C:30]([C:33]3[CH:34]=[CH:35][C:36]([F:39])=[CH:37][CH:38]=3)=[CH:31][CH:32]=2)(=[O:11])=[O:10])[CH:5]=[C:6]([Cl:8])[CH:7]=1. (2) Reactant: CC(C)([O-])C.[K+].S([CH2:17][N+:18]#[C-])(C1C=CC(C)=CC=1)(=O)=O.C(O)(C)C.[C:24]([O:28][C:29]([N:31]1[C@H:36]2[CH:37]=[CH:38][C@@H:32]1[CH2:33][C:34](=O)[CH2:35]2)=[O:30])([CH3:27])([CH3:26])[CH3:25]. Product: [C:24]([O:28][C:29]([N:31]1[C@H:36]2[CH:37]=[CH:38][C@@H:32]1[CH2:33][CH:34]([C:17]#[N:18])[CH2:35]2)=[O:30])([CH3:27])([CH3:26])[CH3:25]. The catalyst class is: 57. (3) Reactant: CS(C)=O.C(Cl)(=O)C(Cl)=O.[CH3:11][N:12]1[CH2:17][CH2:16][N:15]([C:18]2[CH:33]=[CH:32][C:21]([O:22][CH2:23][C:24]3[CH:31]=[CH:30][C:27]([CH2:28][OH:29])=[CH:26][CH:25]=3)=[CH:20][CH:19]=2)[CH2:14][CH2:13]1.C(N(CC)CC)C. Product: [CH3:11][N:12]1[CH2:13][CH2:14][N:15]([C:18]2[CH:33]=[CH:32][C:21]([O:22][CH2:23][C:24]3[CH:31]=[CH:30][C:27]([CH:28]=[O:29])=[CH:26][CH:25]=3)=[CH:20][CH:19]=2)[CH2:16][CH2:17]1. The catalyst class is: 2. (4) Reactant: [CH3:1][N:2]1[C:11]2[C:6](=[CH:7][CH:8]=[C:9]([N+:12]([O-])=O)[CH:10]=2)[CH2:5][CH2:4][CH2:3]1. Product: [NH2:12][C:9]1[CH:10]=[C:11]2[C:6]([CH2:5][CH2:4][CH2:3][N:2]2[CH3:1])=[CH:7][CH:8]=1. The catalyst class is: 43.